From a dataset of NCI-60 drug combinations with 297,098 pairs across 59 cell lines. Regression. Given two drug SMILES strings and cell line genomic features, predict the synergy score measuring deviation from expected non-interaction effect. (1) Drug 1: C1=NC2=C(N=C(N=C2N1C3C(C(C(O3)CO)O)O)F)N. Drug 2: C1=NC(=NC(=O)N1C2C(C(C(O2)CO)O)O)N. Cell line: PC-3. Synergy scores: CSS=14.1, Synergy_ZIP=-2.78, Synergy_Bliss=4.32, Synergy_Loewe=0.543, Synergy_HSA=2.03. (2) Drug 1: COC1=NC(=NC2=C1N=CN2C3C(C(C(O3)CO)O)O)N. Drug 2: CC1=C(C(=O)C2=C(C1=O)N3CC4C(C3(C2COC(=O)N)OC)N4)N. Cell line: CCRF-CEM. Synergy scores: CSS=79.2, Synergy_ZIP=-0.643, Synergy_Bliss=-1.42, Synergy_Loewe=0.160, Synergy_HSA=2.58. (3) Drug 1: CCCCC(=O)OCC(=O)C1(CC(C2=C(C1)C(=C3C(=C2O)C(=O)C4=C(C3=O)C=CC=C4OC)O)OC5CC(C(C(O5)C)O)NC(=O)C(F)(F)F)O. Drug 2: CN(CC1=CN=C2C(=N1)C(=NC(=N2)N)N)C3=CC=C(C=C3)C(=O)NC(CCC(=O)O)C(=O)O. Cell line: PC-3. Synergy scores: CSS=62.7, Synergy_ZIP=-1.25, Synergy_Bliss=-7.61, Synergy_Loewe=-22.4, Synergy_HSA=-4.55.